Dataset: Reaction yield outcomes from USPTO patents with 853,638 reactions. Task: Predict the reaction yield, written as a fraction of the theoretical maximum amount of product (1.0 means a 100% yield; for example, 0.34 means a 34% yield). (1) The reactants are [C:1]([NH:8][C@:9]1([C:14]([OH:16])=[O:15])[CH2:11][C@H:10]1[CH:12]=[CH2:13])([O:3][C:4]([CH3:7])([CH3:6])[CH3:5])=[O:2].[N+](=C)=[N-].[CH3:20][CH2:21]OC(C)=O.[CH3:26]CCCCC. The catalyst is CCOCC.C([O-])(=O)C.[Pd+2].C([O-])(=O)C. The product is [CH2:20]([O:15][C:14]([C@@:9]1([NH:8][C:1]([O:3][C:4]([CH3:7])([CH3:6])[CH3:5])=[O:2])[CH2:11][C@H:10]1[CH:12]1[CH2:26][CH2:13]1)=[O:16])[CH3:21]. The yield is 0.780. (2) The reactants are [CH3:1][S:2](Cl)(=[O:4])=[O:3].[NH2:6][C:7]1[CH:8]=[C:9]([CH:13]2[C:22]([CH3:24])([CH3:23])[CH2:21][C:20]3[C:15](=[CH:16][CH:17]=[C:18]([C:25]([OH:27])=[O:26])[CH:19]=3)[NH:14]2)[CH:10]=[CH:11][CH:12]=1. The catalyst is N1C=CC=CC=1. The product is [CH3:23][C:22]1([CH3:24])[CH2:21][C:20]2[C:15](=[CH:16][CH:17]=[C:18]([C:25]([OH:27])=[O:26])[CH:19]=2)[NH:14][CH:13]1[C:9]1[CH:10]=[CH:11][CH:12]=[C:7]([NH:6][S:2]([CH3:1])(=[O:4])=[O:3])[CH:8]=1. The yield is 0.213.